Dataset: Full USPTO retrosynthesis dataset with 1.9M reactions from patents (1976-2016). Task: Predict the reactants needed to synthesize the given product. (1) Given the product [Br:1][C:2]1[N:3]=[CH:4][C:5]2[N:6]([C:8]([C:17]3[CH:18]=[CH:19][C:14]([C:12]#[N:13])=[CH:15][CH:16]=3)=[CH:9][N:10]=2)[CH:7]=1, predict the reactants needed to synthesize it. The reactants are: [Br:1][C:2]1[N:3]=[CH:4][C:5]2[N:6]([C:8](I)=[CH:9][N:10]=2)[CH:7]=1.[C:12]([C:14]1[CH:19]=[CH:18][C:17](B(O)O)=[CH:16][CH:15]=1)#[N:13].[O-]P([O-])([O-])=O.[K+].[K+].[K+].O. (2) Given the product [Cl:9][C:10]1[C:15]([F:16])=[C:14]([CH3:13])[C:18]([I:19])=[CH:12][N:11]=1, predict the reactants needed to synthesize it. The reactants are: C([N-]C(C)C)(C)C.[Li+].[Cl:9][C:10]1[C:15]([F:16])=[C:14](I)[CH:13]=[CH:12][N:11]=1.[CH3:18][I:19].